From a dataset of Reaction yield outcomes from USPTO patents with 853,638 reactions. Predict the reaction yield, written as a fraction of the theoretical maximum amount of product (1.0 means a 100% yield; for example, 0.34 means a 34% yield). (1) The catalyst is CO. The reactants are [NH2:1][CH:2]([C:5]1[CH:10]=[CH:9][C:8]([Br:11])=[C:7]([F:12])[CH:6]=1)[CH2:3][OH:4].C([O-])(=O)C.[Na+].[N:18]#[C:19]Br. The product is [Br:11][C:8]1[CH:9]=[CH:10][C:5]([CH:2]2[CH2:3][O:4][C:19]([NH2:18])=[N:1]2)=[CH:6][C:7]=1[F:12]. The yield is 0.300. (2) The reactants are C1(P(=O)(C2C=CC=CC=2)C2C=CC=CC=2)C=CC=CC=1.FC(F)(F)S(OS(C(F)(F)F)(=O)=O)(=O)=O.C([S:43][C:44]([CH3:73])([CH:68]([O:71][CH3:72])[O:69][CH3:70])[CH2:45][NH:46][C:47]([C:49]1[NH:50][C:51]2[C:56]([CH:57]=1)=[CH:55][CH:54]=[CH:53][C:52]=2[N:58]([CH3:67])[S:59]([C:62]1[S:63][CH:64]=[CH:65][CH:66]=1)(=[O:61])=[O:60])=O)C1C=CC=CC=1.C(=O)([O-])O.[Na+]. The catalyst is ClCCl. The product is [CH3:70][O:69][CH:68]([O:71][CH3:72])[C:44]1([CH3:73])[S:43][C:47]([C:49]2[NH:50][C:51]3[C:56]([CH:57]=2)=[CH:55][CH:54]=[CH:53][C:52]=3[N:58]([CH3:67])[S:59]([C:62]2[S:63][CH:64]=[CH:65][CH:66]=2)(=[O:61])=[O:60])=[N:46][CH2:45]1. The yield is 0.500. (3) The reactants are [Cl:1][C:2]1[CH:3]=[C:4]([C:10]2[CH:11]=[C:12]3[C:17](=[CH:18][CH:19]=2)[N:16]=[CH:15][C:14]([C:20]([CH:22]2[CH2:24][CH2:23]2)=[O:21])=[C:13]3[NH:25][C:26]2[CH:40]=[CH:39][C:29]([CH2:30][NH:31]C(=O)OC(C)(C)C)=[CH:28][CH:27]=2)[CH:5]=[C:6]([F:9])[C:7]=1[OH:8].C(O)(C(F)(F)F)=O. No catalyst specified. The product is [NH2:31][CH2:30][C:29]1[CH:39]=[CH:40][C:26]([NH:25][C:13]2[C:12]3[C:17](=[CH:18][CH:19]=[C:10]([C:4]4[CH:5]=[C:6]([F:9])[C:7]([OH:8])=[C:2]([Cl:1])[CH:3]=4)[CH:11]=3)[N:16]=[CH:15][C:14]=2[C:20]([CH:22]2[CH2:24][CH2:23]2)=[O:21])=[CH:27][CH:28]=1. The yield is 0.530. (4) The reactants are CC1(C)[O:6][C@@H:5]([CH2:7][CH2:8][NH:9][C:10]([CH:12]2[CH:16]([C:17]3[CH:22]=[CH:21][CH:20]=[C:19]([Cl:23])[C:18]=3[F:24])[C:15]([C:27]3[CH:32]=[CH:31][C:30]([Cl:33])=[CH:29][N:28]=3)([C:25]#[N:26])[CH:14]([CH2:34][C:35]([CH3:38])([CH3:37])[CH3:36])[NH:13]2)=[O:11])[CH2:4][O:3]1.Cl. The catalyst is O1CCCC1. The product is [OH:6][C@H:5]([CH2:4][OH:3])[CH2:7][CH2:8][NH:9][C:10]([CH:12]1[CH:16]([C:17]2[CH:22]=[CH:21][CH:20]=[C:19]([Cl:23])[C:18]=2[F:24])[C:15]([C:27]2[CH:32]=[CH:31][C:30]([Cl:33])=[CH:29][N:28]=2)([C:25]#[N:26])[CH:14]([CH2:34][C:35]([CH3:36])([CH3:38])[CH3:37])[NH:13]1)=[O:11]. The yield is 0.890. (5) The reactants are O=[C:2]([CH3:17])[CH2:3][C:4]([O:6][CH2:7][C:8]1[CH:16]=[CH:15][C:11]2[O:12][CH2:13][O:14][C:10]=2[CH:9]=1)=[O:5].[NH2:18][C:19]([NH2:21])=[O:20].[O:22]1[CH:26]=[CH:25][CH:24]=[C:23]1[CH:27]=O. No catalyst specified. The product is [O:22]1[CH:26]=[CH:25][CH:24]=[C:23]1[CH:27]1[C:3]([C:4]([O:6][CH2:7][C:8]2[CH:16]=[CH:15][C:11]3[O:12][CH2:13][O:14][C:10]=3[CH:9]=2)=[O:5])=[C:2]([CH3:17])[NH:21][C:19](=[O:20])[NH:18]1. The yield is 0.450. (6) The reactants are [Cl:1][C:2]1[CH:3]=[C:4]([NH:10][C:11]2[N:16]=[C:15](Cl)[N:14]=[C:13]([Cl:18])[N:12]=2)[CH:5]=[CH:6][C:7]=1[O:8][CH3:9].[CH:19]1([NH2:26])[CH2:25][CH2:24][CH2:23][CH2:22][CH2:21][CH2:20]1.O.[OH-].[Na+]. The catalyst is CC(C)=O.C(OCC)(=O)C. The product is [Cl:18][C:13]1[N:12]=[C:11]([NH:10][C:4]2[CH:5]=[CH:6][C:7]([O:8][CH3:9])=[C:2]([Cl:1])[CH:3]=2)[N:16]=[C:15]([NH:26][CH:19]2[CH2:25][CH2:24][CH2:23][CH2:22][CH2:21][CH2:20]2)[N:14]=1. The yield is 0.705. (7) The reactants are [F:1][C:2]1[CH:7]=[C:6]([F:8])[C:5]([F:9])=[CH:4][C:3]=1[C:10]1[CH:11]=[C:12]([CH:17]=[CH:18][N:19]=1)[C:13]([O:15][CH3:16])=[O:14]. The catalyst is C(O)(=O)C.[Pt](=O)=O. The product is [F:1][C:2]1[CH:7]=[C:6]([F:8])[C:5]([F:9])=[CH:4][C:3]=1[CH:10]1[CH2:11][CH:12]([C:13]([O:15][CH3:16])=[O:14])[CH2:17][CH2:18][NH:19]1. The yield is 0.950. (8) The reactants are C([O:8][C:9](=[O:22])[CH2:10][N:11]1[CH:15]=[CH:14][N:13]=[C:12]1[C:16]1[CH:21]=[CH:20][CH:19]=[CH:18][CH:17]=1)C1C=CC=CC=1.[H][H]. The catalyst is CO.[Pd]. The product is [C:16]1([C:12]2[N:11]([CH2:10][C:9]([OH:22])=[O:8])[CH:15]=[CH:14][N:13]=2)[CH:17]=[CH:18][CH:19]=[CH:20][CH:21]=1. The yield is 0.670. (9) The reactants are [CH3:1][C:2]1[CH:7]=[CH:6][C:5]([C:8](=O)[CH2:9][C:10](=O)[CH2:11][CH3:12])=[CH:4][CH:3]=1.[NH:15]([C:17]1[CH:18]=[C:19]([CH:22]=[CH:23][N:24]=1)[C:20]#[N:21])[NH2:16].CC(O)=O. The catalyst is CCO. The product is [CH2:11]([C:10]1[CH:9]=[C:8]([C:5]2[CH:6]=[CH:7][C:2]([CH3:1])=[CH:3][CH:4]=2)[N:15]([C:17]2[CH:18]=[C:19]([C:20]#[N:21])[CH:22]=[CH:23][N:24]=2)[N:16]=1)[CH3:12]. The yield is 0.770.